Dataset: PAMPA permeability data for FDA-approved drugs from NCATS. Task: Regression/Classification. Given a drug SMILES string, predict its absorption, distribution, metabolism, or excretion properties. Task type varies by dataset: regression for continuous measurements (e.g., permeability, clearance, half-life) or binary classification for categorical outcomes (e.g., BBB penetration, CYP inhibition). Dataset: approved_pampa_ncats. The compound is CC1=CC(=O)OC2=C1C=C3C=C(OC3=C2C)C. The result is 0 (low-to-moderate permeability).